Dataset: Full USPTO retrosynthesis dataset with 1.9M reactions from patents (1976-2016). Task: Predict the reactants needed to synthesize the given product. (1) Given the product [F:1][C:2]1[CH:7]=[CH:6][CH:5]=[CH:4][C:3]=1[C:8]1[C:12]([C:13]2[CH:18]=[CH:17][N:16]=[C:15]([NH:19][CH2:20][C:21]([F:24])([F:22])[F:23])[CH:14]=2)=[CH:11][N:10]([C:25]2[CH2:30][CH2:29][C:28](=[O:31])[NH:27][N:26]=2)[N:9]=1, predict the reactants needed to synthesize it. The reactants are: [F:1][C:2]1[CH:7]=[CH:6][CH:5]=[CH:4][C:3]=1[C:8]1[C:12]([C:13]2[CH:18]=[CH:17][N:16]=[C:15]([NH:19][CH2:20][C:21]([F:24])([F:23])[F:22])[CH:14]=2)=[CH:11][N:10]([C:25]2[CH:30]=[CH:29][C:28](=[O:31])[NH:27][N:26]=2)[N:9]=1.NC1C=C(C2C(C3C=CC=CC=3)=NN(C3C=CC(=O)NN=3)C=2)C=CN=1. (2) Given the product [NH2:1][C:2]1[N:7]=[C:6]([N:8]2[CH2:32][CH2:31][C:11]3([CH2:15][NH:14][C@H:13]([C:26]([O:28][CH2:29][CH3:30])=[O:27])[CH2:12]3)[CH2:10][CH2:9]2)[CH:5]=[C:4]([O:33][C@H:34]([C:39]2[CH:44]=[CH:43][C:42]([CH:45]3[CH2:46][CH2:47][N:48]([S:51]([CH3:54])(=[O:53])=[O:52])[CH2:49][CH2:50]3)=[CH:41][C:40]=2[N:55]2[CH:59]=[CH:58][C:57]([CH3:60])=[N:56]2)[C:35]([F:37])([F:38])[F:36])[N:3]=1, predict the reactants needed to synthesize it. The reactants are: [NH2:1][C:2]1[N:7]=[C:6]([N:8]2[CH2:32][CH2:31][C:11]3([CH2:15][N:14](C(OCC4C=CC=CC=4)=O)[C@H:13]([C:26]([O:28][CH2:29][CH3:30])=[O:27])[CH2:12]3)[CH2:10][CH2:9]2)[CH:5]=[C:4]([O:33][C@H:34]([C:39]2[CH:44]=[CH:43][C:42]([C:45]3[CH2:46][CH2:47][N:48]([S:51]([CH3:54])(=[O:53])=[O:52])[CH2:49][CH:50]=3)=[CH:41][C:40]=2[N:55]2[CH:59]=[CH:58][C:57]([CH3:60])=[N:56]2)[C:35]([F:38])([F:37])[F:36])[N:3]=1. (3) Given the product [F:48][C:36]1[C:37]2[O:43][CH2:42][CH2:41][CH2:40][O:39][C:38]=2[C:44]([O:46][CH3:47])=[CH:45][C:35]=1[CH:21]([NH:22][C:23]1[CH:28]=[CH:27][C:26]([C:29]2[N:33]=[C:32]([CH3:34])[O:31][N:30]=2)=[CH:25][CH:24]=1)[C:20]1[NH:19][C:18](=[O:17])[N:1]([C:3]2[N:8]=[CH:7][CH:6]=[CH:5][N:4]=2)[N:2]=1, predict the reactants needed to synthesize it. The reactants are: [NH:1]([C:3]1[N:8]=[CH:7][CH:6]=[CH:5][N:4]=1)[NH2:2].C(N(CC)CC)C.C[O:17][C:18](=O)[N:19]=[C:20](SC)[C:21]([C:35]1[CH:45]=[C:44]([O:46][CH3:47])[C:38]2[O:39][CH2:40][CH2:41][CH2:42][O:43][C:37]=2[C:36]=1[F:48])=[N:22][C:23]1[CH:28]=[CH:27][C:26]([C:29]2[N:33]=[C:32]([CH3:34])[O:31][N:30]=2)=[CH:25][CH:24]=1. (4) Given the product [F:1][C:2]1[CH:3]=[C:4]([CH2:9][C@@H:10]([C:28]2[C:33]([C:34]3[CH:35]=[CH:36][C:37]([F:43])=[C:38]([CH:42]=3)[C:39]([NH2:41])=[O:40])=[CH:32][CH:31]=[CH:30][N:29]=2)[NH:11][C:12](=[O:27])[CH2:13][N:82]2[C:83]3[CH2:84][CH2:85][CH2:86][CH2:87][C:88]=3[C:80]([C:79]([F:78])([F:94])[F:93])=[N:81]2)[CH:5]=[C:6]([F:8])[CH:7]=1, predict the reactants needed to synthesize it. The reactants are: [F:1][C:2]1[CH:3]=[C:4]([CH2:9][C@@H:10]([C:28]2[C:33]([C:34]3[CH:35]=[CH:36][C:37]([F:43])=[C:38]([CH:42]=3)[C:39]([NH2:41])=[O:40])=[CH:32][CH:31]=[CH:30][N:29]=2)[NH:11][C:12](=[O:27])[CH2:13]C2C3C(=CC=C(C(F)(F)F)C=3)NC=2)[CH:5]=[C:6]([F:8])[CH:7]=1.FC(F)(F)C(O)=O.N[C@H](C1C(C2C=CC(F)=C(C=2)C(N)=O)=CC=CN=1)CC1C=C(F)C=C(F)C=1.[F:78][C:79]([F:94])([F:93])[C:80]1[C:88]2[CH2:87][CH2:86][CH2:85][CH2:84][C:83]=2[N:82](CC(O)=O)[N:81]=1. (5) Given the product [Cl:11][C:12]1[CH:19]=[C:18]([Cl:20])[CH:17]=[CH:16][C:13]=1[CH2:14][O:15][C:2]1[CH:7]=[CH:6][N:5]=[CH:4][C:3]=1[N+:8]([O-:10])=[O:9], predict the reactants needed to synthesize it. The reactants are: Cl[C:2]1[CH:7]=[CH:6][N:5]=[CH:4][C:3]=1[N+:8]([O-:10])=[O:9].[Cl:11][C:12]1[CH:19]=[C:18]([Cl:20])[CH:17]=[CH:16][C:13]=1[CH2:14][OH:15]. (6) Given the product [Br:1][C:2]1[C:3]([O:9][CH2:10][CH:11]2[CH2:12][CH2:13]2)=[CH:4][C:5](=[O:8])[N:6]([CH2:16][S:17][CH3:18])[CH:7]=1, predict the reactants needed to synthesize it. The reactants are: [Br:1][C:2]1[C:3]([O:9][CH2:10][CH:11]2[CH2:13][CH2:12]2)=[CH:4][C:5]([OH:8])=[N:6][CH:7]=1.[H-].[Na+].[CH3:16][S:17][CH2:18]Cl.